This data is from Full USPTO retrosynthesis dataset with 1.9M reactions from patents (1976-2016). The task is: Predict the reactants needed to synthesize the given product. Given the product [ClH:50].[CH3:19][N:16]1[C:14]2[N:15]=[C:10]([C:8]#[N:9])[N:11]=[C:12]([C:20]3[CH:25]=[N:24][C:23]([O:26][CH2:27][CH2:28][O:29][C@@H:30]4[CH2:34][CH2:33][NH:32][CH2:31]4)=[C:22]([C:42]([F:44])([F:45])[F:43])[CH:21]=3)[C:13]=2[CH:18]=[CH:17]1, predict the reactants needed to synthesize it. The reactants are: FC(F)(F)C(O)=O.[C:8]([C:10]1[N:11]=[C:12]([C:20]2[CH:21]=[C:22]([C:42]([F:45])([F:44])[F:43])[C:23]([O:26][CH2:27][CH2:28][O:29][C@@H:30]3[CH2:34][CH2:33][N:32](C(OC(C)(C)C)=O)[CH2:31]3)=[N:24][CH:25]=2)[C:13]2[CH:18]=[CH:17][N:16]([CH3:19])[C:14]=2[N:15]=1)#[N:9].C(#N)C.C(Cl)[Cl:50].